From a dataset of Full USPTO retrosynthesis dataset with 1.9M reactions from patents (1976-2016). Predict the reactants needed to synthesize the given product. (1) Given the product [Br:1][C:2]1[CH:3]=[C:4]2[C:9](=[CH:10][C:11]=1[Cl:12])[N:8]=[CH:7][N:6]=[C:5]2[N:17]1[CH2:18][CH2:19][N:14]([C:24]([O:26][C:27]([CH3:28])([CH3:29])[CH3:30])=[O:25])[CH:15]([C:20]([O:22][CH3:23])=[O:21])[CH2:16]1, predict the reactants needed to synthesize it. The reactants are: [Br:1][C:2]1[CH:3]=[C:4]2[C:9](=[CH:10][C:11]=1[Cl:12])[N:8]=[CH:7][N:6]=[C:5]2Cl.[N:14]1([C:24]([O:26][C:27]([CH3:30])([CH3:29])[CH3:28])=[O:25])[CH2:19][CH2:18][NH:17][CH2:16][CH:15]1[C:20]([O:22][CH3:23])=[O:21].CCN(C(C)C)C(C)C. (2) The reactants are: [F:1][C:2]([F:13])([F:12])[C:3]1[CH:4]=[C:5](B(O)O)[CH:6]=[CH:7][CH:8]=1.Cl[C:15]1[CH:24]=[N:23][C:18]2[O:19][CH2:20][CH2:21][NH:22][C:17]=2[N:16]=1.C([O-])([O-])=O.[K+].[K+]. Given the product [F:1][C:2]([F:13])([F:12])[C:3]1[CH:4]=[C:5]([C:15]2[CH:24]=[N:23][C:18]3[O:19][CH2:20][CH2:21][NH:22][C:17]=3[N:16]=2)[CH:6]=[CH:7][CH:8]=1, predict the reactants needed to synthesize it. (3) Given the product [Cl:1][C:2]1[CH:19]=[CH:18][C:5]2[N:6]([CH2:21][CH3:22])[C:7](=[O:17])[CH2:8][N:9]=[C:10]([C:11]3[CH:16]=[CH:15][CH:14]=[CH:13][CH:12]=3)[C:4]=2[CH:3]=1, predict the reactants needed to synthesize it. The reactants are: [Cl:1][C:2]1[CH:19]=[CH:18][C:5]2[NH:6][C:7](=[O:17])[CH2:8][N:9]=[C:10]([C:11]3[CH:16]=[CH:15][CH:14]=[CH:13][CH:12]=3)[C:4]=2[CH:3]=1.I[CH2:21][CH3:22]. (4) The reactants are: ClC1[CH:3]=[C:4]([CH:7]=[CH:8]C=1F)[CH2:5]N.[BH-](OC(C)=O)(OC(C)=O)[O:12][C:13](C)=[O:14].[Na+].CN1C(=[O:31])CCC1. Given the product [CH3:8][CH:7]([OH:31])[C:4]([C:13]([OH:14])=[O:12])([CH3:5])[CH3:3], predict the reactants needed to synthesize it. (5) Given the product [CH3:9][O:10][C:11]1[N:16]=[CH:15][C:14]([N:17]2[C:21]([C:22]3[CH:27]=[CH:26][CH:25]=[CH:24][N:23]=3)=[CH:20][C:19]([C:28]([N:30]3[CH2:35][CH2:34][CH2:33][CH2:32][N:31]3[CH:38]=[O:39])=[O:29])=[N:18]2)=[CH:13][CH:12]=1, predict the reactants needed to synthesize it. The reactants are: FC(F)(F)S(O)(=O)=O.[CH3:9][O:10][C:11]1[N:16]=[CH:15][C:14]([N:17]2[C:21]([C:22]3[CH:27]=[CH:26][CH:25]=[CH:24][N:23]=3)=[CH:20][C:19]([C:28]([N:30]3[CH2:35][CH2:34][CH2:33][CH2:32][NH:31]3)=[O:29])=[N:18]2)=[CH:13][CH:12]=1.CN(C)[CH:38]=[O:39].